From a dataset of Catalyst prediction with 721,799 reactions and 888 catalyst types from USPTO. Predict which catalyst facilitates the given reaction. (1) Reactant: [Cl:1][C:2]1[CH:3]=[C:4]([C:12]2([C:30]([F:33])([F:32])[F:31])[O:16][N:15]=[C:14]([C:17]3[CH:25]=[CH:24][C:20]([C:21](O)=[O:22])=[C:19]([C:26]([F:29])([F:28])[F:27])[CH:18]=3)[CH2:13]2)[CH:5]=[C:6]([C:8]([F:11])([F:10])[F:9])[CH:7]=1.CN(C(ON1N=NC2C=CC=NC1=2)=[N+](C)C)C.F[P-](F)(F)(F)(F)F.CCN(C(C)C)C(C)C.[NH:67]1[C:72](=[O:73])[CH2:71][NH:70][CH2:69][C:68]1=[O:74]. Product: [Cl:1][C:2]1[CH:3]=[C:4]([C:12]2([C:30]([F:32])([F:31])[F:33])[O:16][N:15]=[C:14]([C:17]3[CH:25]=[CH:24][C:20]([C:21]([N:70]4[CH2:71][C:72](=[O:73])[NH:67][C:68](=[O:74])[CH2:69]4)=[O:22])=[C:19]([C:26]([F:28])([F:29])[F:27])[CH:18]=3)[CH2:13]2)[CH:5]=[C:6]([C:8]([F:11])([F:10])[F:9])[CH:7]=1. The catalyst class is: 9. (2) Reactant: Br[C:2]1[CH:7]=[C:6]([O:8][CH3:9])[CH:5]=[CH:4][C:3]=1[OH:10].[O:11]1[CH:15]=[CH:14][CH:13]=[C:12]1B(O)O.C(=O)([O-])[O-].[Na+].[Na+].O. Product: [O:11]1[CH:15]=[CH:14][CH:13]=[C:12]1[C:2]1[CH:7]=[C:6]([O:8][CH3:9])[CH:5]=[CH:4][C:3]=1[OH:10]. The catalyst class is: 438. (3) Reactant: [CH3:1][C:2]1([CH3:19])[CH2:11][CH2:10][C:9]([CH3:13])([CH3:12])[C:8]2[C:7]([Br:14])=[C:6]([OH:15])[C:5]([C:16]([OH:18])=[O:17])=[CH:4][C:3]1=2.[CH3:20][O:21][CH2:22]Cl.C(N(C(C)C)CC)(C)C.[Br-]. Product: [Br:14][C:7]1[C:8]2[C:9]([CH3:12])([CH3:13])[CH2:10][CH2:11][C:2]([CH3:19])([CH3:1])[C:3]=2[CH:4]=[C:5]([C:16]([OH:18])=[O:17])[C:6]=1[O:15][CH2:20][O:21][CH3:22]. The catalyst class is: 2.